This data is from Forward reaction prediction with 1.9M reactions from USPTO patents (1976-2016). The task is: Predict the product of the given reaction. (1) The product is: [CH3:1][C:2]([CH3:12])=[CH:3][C:4]1[CH:11]=[CH:10][C:7]([CH2:8][Br:14])=[CH:6][CH:5]=1. Given the reactants [CH3:1][C:2]([CH3:12])=[CH:3][C:4]1[CH:11]=[CH:10][C:7]([CH2:8]O)=[CH:6][CH:5]=1.C(Br)(Br)(Br)[Br:14].C1(P(C2C=CC=CC=2)C2C=CC=CC=2)C=CC=CC=1.O, predict the reaction product. (2) Given the reactants CN(C)CCC([N:12]1[CH:16]=[C:15]([NH2:17])[CH:14]=[N:13]1)C1C=CC=CC=1.[C:19]1([C@H:25]2[CH2:29][O:28][CH2:27][C@H:26]2O)[CH:24]=[CH:23][CH:22]=[CH:21][CH:20]=1, predict the reaction product. The product is: [C:19]1([C@H:25]2[CH2:29][O:28][CH2:27][C@H:26]2[N:12]2[CH:16]=[C:15]([NH2:17])[CH:14]=[N:13]2)[CH:24]=[CH:23][CH:22]=[CH:21][CH:20]=1. (3) Given the reactants [N:1]1[O:2][N:3]=[C:4]2[C:8](=[O:9])[O:7][CH2:6][C:5]=12.CN(C)C(=O)C.[Cl:16][C:17]1[CH:18]=[C:19]([CH:21]=[CH:22][C:23]=1[F:24])[NH2:20], predict the reaction product. The product is: [Cl:16][C:17]1[CH:18]=[C:19]([NH:20][C:8]([C:4]2[C:5]([CH2:6][OH:7])=[N:1][O:2][N:3]=2)=[O:9])[CH:21]=[CH:22][C:23]=1[F:24]. (4) Given the reactants C[O:2][C:3]([C:5]1[N:6]=[CH:7][N:8]([CH3:10])[CH:9]=1)=[CH2:4], predict the reaction product. The product is: [CH3:10][N:8]1[CH:9]=[C:5]([C:3](=[O:2])[CH3:4])[N:6]=[CH:7]1. (5) Given the reactants [CH3:1][O:2][C:3]1[CH:4]=[C:5]([O:15][C:16]2[CH:21]=[CH:20][C:19]([S:22]([CH3:25])(=[O:24])=[O:23])=[CH:18][CH:17]=2)[CH:6]=[C:7]2[C:11]=1[NH:10][C:9]([C:12](=[S:14])[NH2:13])=[CH:8]2.[C:26]([O:31][CH2:32][CH3:33])(=[O:30])[C:27]#[C:28][CH3:29].O1CCCC1.C(P(CCCC)CCCC)CCC, predict the reaction product. The product is: [CH3:1][O:2][C:3]1[CH:4]=[C:5]([O:15][C:16]2[CH:21]=[CH:20][C:19]([S:22]([CH3:25])(=[O:24])=[O:23])=[CH:18][CH:17]=2)[CH:6]=[C:7]2[C:11]=1[NH:10][C:9]([C:12]1[S:14][CH:28]([CH2:27][C:26]([O:31][CH2:32][CH3:33])=[O:30])[CH2:29][N:13]=1)=[CH:8]2.